From a dataset of Merck oncology drug combination screen with 23,052 pairs across 39 cell lines. Regression. Given two drug SMILES strings and cell line genomic features, predict the synergy score measuring deviation from expected non-interaction effect. (1) Drug 1: COC1=C2CC(C)CC(OC)C(O)C(C)C=C(C)C(OC(N)=O)C(OC)C=CC=C(C)C(=O)NC(=CC1=O)C2=O. Drug 2: Cn1cc(-c2cnn3c(N)c(Br)c(C4CCCNC4)nc23)cn1. Cell line: EFM192B. Synergy scores: synergy=-3.44. (2) Drug 1: C=CCn1c(=O)c2cnc(Nc3ccc(N4CCN(C)CC4)cc3)nc2n1-c1cccc(C(C)(C)O)n1. Drug 2: Cn1cc(-c2cnn3c(N)c(Br)c(C4CCCNC4)nc23)cn1. Cell line: A427. Synergy scores: synergy=70.6. (3) Drug 1: Cn1nnc2c(C(N)=O)ncn2c1=O. Drug 2: CCc1cnn2c(NCc3ccc[n+]([O-])c3)cc(N3CCCCC3CCO)nc12. Cell line: RKO. Synergy scores: synergy=3.72. (4) Drug 1: COc1cccc2c1C(=O)c1c(O)c3c(c(O)c1C2=O)CC(O)(C(=O)CO)CC3OC1CC(N)C(O)C(C)O1. Drug 2: Cn1nnc2c(C(N)=O)ncn2c1=O. Cell line: A2058. Synergy scores: synergy=-8.54. (5) Drug 1: Cn1nnc2c(C(N)=O)ncn2c1=O. Drug 2: NC1(c2ccc(-c3nc4ccn5c(=O)[nH]nc5c4cc3-c3ccccc3)cc2)CCC1. Cell line: T47D. Synergy scores: synergy=-31.5. (6) Drug 1: CCN(CC)CCNC(=O)c1c(C)[nH]c(C=C2C(=O)Nc3ccc(F)cc32)c1C. Drug 2: CNC(=O)c1cc(Oc2ccc(NC(=O)Nc3ccc(Cl)c(C(F)(F)F)c3)cc2)ccn1. Cell line: A2058. Synergy scores: synergy=-4.86. (7) Synergy scores: synergy=2.08. Drug 2: NC1CCCCC1N.O=C(O)C(=O)O.[Pt+2]. Cell line: SKMEL30. Drug 1: CC1(c2nc3c(C(N)=O)cccc3[nH]2)CCCN1.